Dataset: Drug-target binding data from BindingDB using IC50 measurements. Task: Regression. Given a target protein amino acid sequence and a drug SMILES string, predict the binding affinity score between them. We predict pIC50 (pIC50 = -log10(IC50 in M); higher means more potent). Dataset: bindingdb_ic50. (1) The small molecule is CC(CC1=N[C@@H](CCCCN2C[C@H](Cc3ccccc3)N(CCc3ccccc3)C2=S)CN1)c1ccccc1. The target protein (P45446) has sequence MCENQLKTKADGTAQIEVIPCKICGDKSSGIHYGVITCEGCKGFFRRSQQNNASYSCPRQRNCLIDRTNRNRCQHCRLQKCLALGMSRDAVKFGRMSKKQRDSLYAEVQKHQQRLQEQRQQQSGEAEALARVYSSSISNGLSNLNTETGGTYANGHVIDLPKSEGYYNIDSGQPSPDQSGLDMTGIKQIKQEPIYDLTSVHNLFTYSSFNNGQLAPGITMSEIDRIAQNIIKSHLETCQYTMEELHQLAWQTHTYEEIKAYQSKSREALWQQCAIQITHAIQYVVEFAKRITGFMELCQNDQILLLKSGCLEVVLVRMCRAFNPLNNTVLFEGKYGGMQMFKALGSDDLVNEAFDFAKNLCSLQLTEEEIALFSSAVLISPDRAWLLEPRKVQKLQEKIYFALQHVIQKNHLDDETLAKLIAKIPTITAVCNLHGEKLQVFKQSHPDIVNTLFPPLYKELFNPDCAAVCK. The pIC50 is 5.0. (2) The small molecule is C=C(C)COc1ccc(C(=O)Nc2ccccc2OC)cc1. The target protein sequence is MREAICIHIGQAGCQVGNACWELFCLEHGIQPDGSMPSDKCIGVEDDAFNTFFSETGAGKHVPRCLFLDLEPTVVDEVRTGTYRQLFNPEQLVSGKEDAANNYARGHYTIGKEIVDLALDRIRKLADNCTGLQGFMVFHAVGGGTGSGLGALLLERLSVDYGKKSKLGYTVYPSPQVSTAVVEPYNCVLSTHSLLEHTDVATMLDNEAIYDLTRRSLDIERPSYTNVNRLIGQVVSSLTASLRFDGALNVDLTEFQTNLVPYPRIHFVLTSYAPVVSAEKAYHEQLSVSDITNSVFEPAGMLTKCDPRHGKYMSCCLMYRGDVVPKDVNAAIATIKTKRTIQFVDWCPTGFKCGINYQPPTVVPGGDLAKVQRAVCMIANSTAIAEVFARIDHKFDLMYSKRAFVHWYVGEGMEEGEFSEAREDLAALEKDYEEVGAESADDMGEEDVEEY. The pIC50 is 4.2.